From a dataset of Forward reaction prediction with 1.9M reactions from USPTO patents (1976-2016). Predict the product of the given reaction. (1) Given the reactants [F:1][C:2]1[CH:3]=[C:4]([CH:9]2[CH2:13][CH2:12][NH:11][CH2:10]2)[CH:5]=[CH:6][C:7]=1[F:8].O.[OH-].[Na+].[CH:17](O)=O, predict the reaction product. The product is: [F:1][C:2]1[CH:3]=[C:4]([CH:9]2[CH2:13][CH2:12][N:11]([CH3:17])[CH2:10]2)[CH:5]=[CH:6][C:7]=1[F:8]. (2) Given the reactants [NH:1]([C:3]1[CH:4]=[C:5]([CH:9]=[CH:10][CH:11]=1)[C:6]([OH:8])=[O:7])[NH2:2].[C:12](O[C:12]([O:14][C:15]([CH3:18])([CH3:17])[CH3:16])=[O:13])([O:14][C:15]([CH3:18])([CH3:17])[CH3:16])=[O:13], predict the reaction product. The product is: [C:12]([C:4]1[C:3]([NH:1][NH2:2])=[CH:11][CH:10]=[CH:9][C:5]=1[C:6]([OH:8])=[O:7])([O:14][C:15]([CH3:18])([CH3:17])[CH3:16])=[O:13]. (3) Given the reactants [CH:1]1([CH2:7][O:8][C:9]2[CH:10]=[C:11]([CH2:15][CH:16](O)[CH2:17][NH:18][C:19](=[O:25])[O:20][C:21]([CH3:24])([CH3:23])[CH3:22])[CH:12]=[CH:13][CH:14]=2)[CH2:6][CH2:5][CH2:4][CH2:3][CH2:2]1.CCN(S(F)(F)[F:33])CC, predict the reaction product. The product is: [CH:1]1([CH2:7][O:8][C:9]2[CH:10]=[C:11]([CH2:15][CH:16]([F:33])[CH2:17][NH:18][C:19](=[O:25])[O:20][C:21]([CH3:24])([CH3:23])[CH3:22])[CH:12]=[CH:13][CH:14]=2)[CH2:6][CH2:5][CH2:4][CH2:3][CH2:2]1. (4) Given the reactants CS(O[CH2:6][C@@H:7]([NH:10][C:11]([O:13][C:14]([CH3:17])([CH3:16])[CH3:15])=[O:12])[CH2:8][CH3:9])(=O)=O.[N-:18]=[N+:19]=[N-:20].[Na+].O, predict the reaction product. The product is: [N:18]([CH2:6][C@@H:7]([NH:10][C:11](=[O:12])[O:13][C:14]([CH3:17])([CH3:16])[CH3:15])[CH2:8][CH3:9])=[N+:19]=[N-:20]. (5) Given the reactants Br[C:2]1[CH:7]=[CH:6][C:5]([C:8]#[C:9][CH3:10])=[CH:4][CH:3]=1.ClCCl.[B:14]1([B:14]2[O:18][C:17]([CH3:20])([CH3:19])[C:16]([CH3:22])([CH3:21])[O:15]2)[O:18][C:17]([CH3:20])([CH3:19])[C:16]([CH3:22])([CH3:21])[O:15]1.C([O-])(=O)C.[K+], predict the reaction product. The product is: [CH3:21][C:16]1([CH3:22])[C:17]([CH3:20])([CH3:19])[O:18][B:14]([C:2]2[CH:7]=[CH:6][C:5]([C:8]#[C:9][CH3:10])=[CH:4][CH:3]=2)[O:15]1. (6) Given the reactants [CH3:1][CH:2]([N:4]1[CH2:9][C:8]2[CH:10]=[C:11]([S:14][CH3:15])[CH:12]=[CH:13][C:7]=2[NH:6][S:5]1(=[O:17])=[O:16])[CH3:3].[H-].[Na+].[CH2:20](Br)[CH:21]=[CH2:22], predict the reaction product. The product is: [CH3:3][CH:2]([N:4]1[CH2:9][C:8]2[CH:10]=[C:11]([S:14][CH3:15])[CH:12]=[CH:13][C:7]=2[N:6]([CH2:22][CH:21]=[CH2:20])[S:5]1(=[O:17])=[O:16])[CH3:1]. (7) Given the reactants [Cl:1][C:2]1[CH:28]=[CH:27][C:5]2[N:6]3[C:10]([CH2:11][NH:12][CH2:13][C:4]=2[CH:3]=1)=[N:9][N:8]=[C:7]3[C@H:14]1[CH2:19][CH2:18][C@H:17]([C:20]2[C:25]([F:26])=[CH:24][CH:23]=[CH:22][N:21]=2)[CH2:16][CH2:15]1.[CH3:29][C:30]([CH3:32])=O.C(O)(=O)C.C(O[BH-](OC(=O)C)OC(=O)C)(=O)C.[Na+].C(N(C(C)C)C(C)C)C, predict the reaction product. The product is: [Cl:1][C:2]1[CH:28]=[CH:27][C:5]2[N:6]3[C:10]([CH2:11][N:12]([CH:30]([CH3:32])[CH3:29])[CH2:13][C:4]=2[CH:3]=1)=[N:9][N:8]=[C:7]3[C@H:14]1[CH2:19][CH2:18][C@H:17]([C:20]2[C:25]([F:26])=[CH:24][CH:23]=[CH:22][N:21]=2)[CH2:16][CH2:15]1. (8) Given the reactants N(C(OC(C)C)=O)=NC(OC(C)C)=O.[CH3:15][O:16][C:17]1[CH:22]=[CH:21][C:20]([C:23]2[CH:28]=[CH:27][C:26]([S:29]([NH:32][C:33](=[O:39])[O:34][C:35]([CH3:38])([CH3:37])[CH3:36])(=[O:31])=[O:30])=[CH:25][CH:24]=2)=[CH:19][CH:18]=1.[CH3:40][CH:41](O)[C:42]#[CH:43].C1C=CC(P(C2C=CC=CC=2)C2C=CC=CC=2)=CC=1, predict the reaction product. The product is: [CH3:43][CH:42]([N:32]([S:29]([C:26]1[CH:27]=[CH:28][C:23]([C:20]2[CH:21]=[CH:22][C:17]([O:16][CH3:15])=[CH:18][CH:19]=2)=[CH:24][CH:25]=1)(=[O:31])=[O:30])[C:33](=[O:39])[O:34][C:35]([CH3:36])([CH3:38])[CH3:37])[C:41]#[CH:40].